Predict the reaction yield, written as a fraction of the theoretical maximum amount of product (1.0 means a 100% yield; for example, 0.34 means a 34% yield). From a dataset of Reaction yield outcomes from USPTO patents with 853,638 reactions. (1) The reactants are O=[C:2]1COC2C=CC(C=O)=CC=2N1.[CH:14]([C:16]1[CH:27]=[CH:26][C:19]([O:20][CH2:21][C:22]([O:24][CH3:25])=[O:23])=[C:18]([N+:28]([O-:30])=[O:29])[CH:17]=1)=[O:15]. The catalyst is CC(O)=O.O.[Fe]. The product is [C:14]([C:16]1[CH:27]=[CH:26][C:19]([O:20][CH2:21][C:22]([O:24][CH3:25])=[O:23])=[C:18]([N+:28]([O-:30])=[O:29])[CH:17]=1)(=[O:15])[CH3:2]. The yield is 0.700. (2) The reactants are [F:1][C:2]1[CH:3]=[CH:4][C:5]([C:8]2[C:12]([CH2:13][OH:14])=[C:11]([CH3:15])[O:10][N:9]=2)=[N:6][CH:7]=1.[CH3:16][O:17][C:18]([C:20]1[S:24][N:23]=[C:22](O)[CH:21]=1)=[O:19].C1(P(C2C=CC=CC=2)C2C=CC=CC=2)C=CC=CC=1.N(C(OCC)=O)=NC(OCC)=O. The catalyst is C1COCC1. The product is [CH3:16][O:17][C:18]([C:20]1[S:24][N:23]=[C:22]([O:14][CH2:13][C:12]2[C:8]([C:5]3[CH:4]=[CH:3][C:2]([F:1])=[CH:7][N:6]=3)=[N:9][O:10][C:11]=2[CH3:15])[CH:21]=1)=[O:19]. The yield is 0.640.